The task is: Predict the reactants needed to synthesize the given product.. This data is from Full USPTO retrosynthesis dataset with 1.9M reactions from patents (1976-2016). (1) Given the product [N+:1]([C:4]1[CH:8]=[N:7][N:6]2[C:14]([C:16]3[CH:17]=[C:18]([N:22]([CH2:26][C:27]#[CH:28])[C:23](=[O:25])[CH3:24])[CH:19]=[CH:20][CH:21]=3)=[CH:13][CH:12]=[N:9][C:5]=12)([O-:3])=[O:2], predict the reactants needed to synthesize it. The reactants are: [N+:1]([C:4]1[CH:8]=[N:7][NH:6][C:5]=1[NH2:9])([O-:3])=[O:2].CN(C)[CH:12]=[CH:13][C:14]([C:16]1[CH:17]=[C:18]([N:22]([CH2:26][C:27]#[CH:28])[C:23](=[O:25])[CH3:24])[CH:19]=[CH:20][CH:21]=1)=O.C(OCC)(=O)C. (2) Given the product [C:1](/[C:3](=[CH:21]\[C:20]1[CH:24]=[CH:25][C:17]([F:16])=[CH:18][CH:19]=1)/[C:4]([OH:6])=[O:5])#[N:2], predict the reactants needed to synthesize it. The reactants are: [C:1]([CH2:3][C:4]([OH:6])=[O:5])#[N:2].N1CCCCC1.C(O)C.[F:16][C:17]1[CH:25]=[CH:24][C:20]([C:21](O)=O)=[CH:19][CH:18]=1. (3) Given the product [CH2:1]([NH:8][C@@H:12]1[CH2:13][C:14]([F:17])([F:18])[CH2:15][CH2:16][C@H:11]1[OH:10])[C:2]1[CH:3]=[CH:4][CH:5]=[CH:6][CH:7]=1, predict the reactants needed to synthesize it. The reactants are: [CH2:1]([N:8]1[C@@H:12]2[CH2:13][C:14]([F:18])([F:17])[CH2:15][CH2:16][C@H:11]2[O:10]C1=O)[C:2]1[CH:7]=[CH:6][CH:5]=[CH:4][CH:3]=1.O.[OH-].[K+].